From a dataset of Reaction yield outcomes from USPTO patents with 853,638 reactions. Predict the reaction yield, written as a fraction of the theoretical maximum amount of product (1.0 means a 100% yield; for example, 0.34 means a 34% yield). (1) The reactants are [Cl:1][C:2]1[CH:3]=[C:4]([NH:8][C:9]2[CH:14]=[C:13]([NH:15][CH3:16])[N:12]=[CH:11][N:10]=2)[CH:5]=[CH:6][CH:7]=1.[CH3:17][C:18]1[CH:23]=[CH:22][CH:21]=[C:20]([CH3:24])[C:19]=1[N:25]=[C:26]=[O:27]. The catalyst is COCCOCCOC. The product is [Cl:1][C:2]1[CH:3]=[C:4]([NH:8][C:9]2[N:10]=[CH:11][N:12]=[C:13]([N:15]([CH3:16])[C:26]([NH:25][C:19]3[C:18]([CH3:17])=[CH:23][CH:22]=[CH:21][C:20]=3[CH3:24])=[O:27])[CH:14]=2)[CH:5]=[CH:6][CH:7]=1. The yield is 0.190. (2) The reactants are [Br:1][C:2](=[CH2:6])[CH2:3][CH2:4][OH:5].N1C=CN=C1.[Si:12](Cl)([C:15]([CH3:18])([CH3:17])[CH3:16])([CH3:14])[CH3:13]. The catalyst is C(Cl)Cl.CN(C)C1C=CN=CC=1. The product is [Br:1][C:2](=[CH2:6])[CH2:3][CH2:4][O:5][Si:12]([C:15]([CH3:18])([CH3:17])[CH3:16])([CH3:14])[CH3:13]. The yield is 0.930.